This data is from Full USPTO retrosynthesis dataset with 1.9M reactions from patents (1976-2016). The task is: Predict the reactants needed to synthesize the given product. Given the product [NH2:18][C:2]1[C:14]2[C:13]3[CH:12]=[CH:11][CH:10]=[CH:9][C:8]=3[NH:7][C:6]=2[C:5]([C:15]([NH2:17])=[O:16])=[CH:4][N:3]=1, predict the reactants needed to synthesize it. The reactants are: Cl[C:2]1[C:14]2[C:13]3[CH:12]=[CH:11][CH:10]=[CH:9][C:8]=3[NH:7][C:6]=2[C:5]([C:15]([NH2:17])=[O:16])=[CH:4][N:3]=1.[NH4+:18].[OH-].